From a dataset of Kinase inhibitor bioactivity data combining Ki, Kd, and IC50 measurements. Regression. Given a target protein amino acid sequence and a drug SMILES string, predict the binding affinity score between them. We predict KIBA score (integrated kinase binding score). Dataset: kiba. The compound is CC(C)n1nc(-c2cc(F)c3cn[nH]c3c2)c2c(N)ncnc21. The target protein (P08631) has sequence MGGRSSCEDPGCPRDEERAPRMGCMKSKFLQVGGNTFSKTETSASPHCPVYVPDPTSTIKPGPNSHNSNTPGIREAGSEDIIVVALYDYEAIHHEDLSFQKGDQMVVLEESGEWWKARSLATRKEGYIPSNYVARVDSLETEEWFFKGISRKDAERQLLAPGNMLGSFMIRDSETTKGSYSLSVRDYDPRQGDTVKHYKIRTLDNGGFYISPRSTFSTLQELVDHYKKGNDGLCQKLSVPCMSSKPQKPWEKDAWEIPRESLKLEKKLGAGQFGEVWMATYNKHTKVAVKTMKPGSMSVEAFLAEANVMKTLQHDKLVKLHAVVTKEPIYIITEFMAKGSLLDFLKSDEGSKQPLPKLIDFSAQIAEGMAFIEQRNYIHRDLRAANILVSASLVCKIADFGLARVIEDNEYTAREGAKFPIKWTAPEAINFGSFTIKSDVWSFGILLMEIVTYGRIPYPGMSNPEVIRALERGYRMPRPENCPEELYNIMMRCWKNRPEE.... The KIBA score is 13.2.